Dataset: Full USPTO retrosynthesis dataset with 1.9M reactions from patents (1976-2016). Task: Predict the reactants needed to synthesize the given product. Given the product [Br:1][C:2]1[CH:3]=[C:4]2[C:14](=[CH:15][CH:16]=1)[C@@:7]1([O:11][C:10](=[O:12])[NH:9][C:8]1=[O:13])[CH2:6][C:5]2=[O:17], predict the reactants needed to synthesize it. The reactants are: [Br:1][C:2]1[CH:3]=[C:4]2[C:14](=[CH:15][CH:16]=1)[C@@:7]1([O:11][C:10](=[O:12])[NH:9][C:8]1=[O:13])[CH2:6][CH2:5]2.[O-:17][Mn](=O)(=O)=O.[K+].